This data is from Forward reaction prediction with 1.9M reactions from USPTO patents (1976-2016). The task is: Predict the product of the given reaction. (1) Given the reactants [C:1]1([N:7]=[C:8]=[O:9])[CH:6]=[CH:5][CH:4]=[CH:3][CH:2]=1.[N+:10]([C:13]1[CH:14]=[N:15][C:16]([N:19]2[CH2:24][CH2:23][CH2:22][C@H:21]([NH:25][C@@H:26]3[CH2:31][CH2:30][CH2:29][CH2:28][C@H:27]3[NH2:32])[CH2:20]2)=[N:17][CH:18]=1)([O-:12])=[O:11], predict the reaction product. The product is: [N+:10]([C:13]1[CH:14]=[N:15][C:16]([N:19]2[CH2:24][CH2:23][CH2:22][C@H:21]([NH:25][C@@H:26]3[CH2:31][CH2:30][CH2:29][CH2:28][C@H:27]3[NH:32][C:8]([NH:7][C:1]3[CH:6]=[CH:5][CH:4]=[CH:3][CH:2]=3)=[O:9])[CH2:20]2)=[N:17][CH:18]=1)([O-:12])=[O:11]. (2) Given the reactants [OH:1][CH2:2][C:3]1[N:8]=[C:7]([CH3:9])[CH:6]=[C:5]([C:10]([O:12][CH3:13])=[O:11])[CH:4]=1.[C:14](OC(=O)C)(=[O:16])[CH3:15].C(N(CC)CC)C, predict the reaction product. The product is: [C:14]([O:1][CH2:2][C:3]1[N:8]=[C:7]([CH3:9])[CH:6]=[C:5]([C:10]([O:12][CH3:13])=[O:11])[CH:4]=1)(=[O:16])[CH3:15].